Dataset: Forward reaction prediction with 1.9M reactions from USPTO patents (1976-2016). Task: Predict the product of the given reaction. (1) Given the reactants C(N(CC)[C:4](=[O:19])[C:5]1[CH:10]=[CH:9][C:8]([F:11])=[C:7]([F:12])[C:6]=1[CH2:13][N:14]1[CH:18]=[CH:17][N:16]=[CH:15]1)C.[Li+].C[Si]([N-][Si](C)(C)C)(C)C.[CH3:32][C:33]([CH3:35])=[O:34].[OH-].[K+].Cl, predict the reaction product. The product is: [F:12][C:7]1[C:8]([F:11])=[CH:9][CH:10]=[C:5]2[C:6]=1[CH:13]([N:14]1[CH:18]=[CH:17][N:16]=[CH:15]1)[C:33]([CH3:35])([CH3:32])[O:34][C:4]2=[O:19]. (2) Given the reactants [CH2:1]([CH:4]1[CH2:8][O:7][CH2:6][CH:5]1[NH2:9])[CH:2]=[CH2:3].[F:10][C:11]1[CH:16]=[CH:15][C:14]([S:17](Cl)(=[O:19])=[O:18])=[CH:13][CH:12]=1, predict the reaction product. The product is: [F:10][C:11]1[CH:16]=[CH:15][C:14]([S:17]([NH:9][CH:5]2[CH:4]([CH2:1][CH:2]=[CH2:3])[CH2:8][O:7][CH2:6]2)(=[O:19])=[O:18])=[CH:13][CH:12]=1. (3) Given the reactants [Cl:1][C:2]1[CH:3]=[C:4]([CH:17]=[CH:18][C:19]=1[Cl:20])[C:5]([NH:7][C:8]([CH3:16])([C:10]1[CH:15]=[CH:14][CH:13]=[CH:12][CH:11]=1)[CH3:9])=[O:6].CN(CCN(C)C)C.CN([CH:32]=[O:33])C, predict the reaction product. The product is: [Cl:1][C:2]1[C:19]([Cl:20])=[CH:18][CH:17]=[C:4]2[C:3]=1[CH:32]([OH:33])[N:7]([C:8]([CH3:16])([C:10]1[CH:15]=[CH:14][CH:13]=[CH:12][CH:11]=1)[CH3:9])[C:5]2=[O:6]. (4) The product is: [OH:51][C:47]1([CH3:46])[CH2:50][N:49]([C:10](=[O:12])[C@@H:9]([NH:8][C:6](=[O:7])[O:5][C:1]([CH3:2])([CH3:3])[CH3:4])[CH:13]([CH3:15])[CH3:14])[CH2:48]1. Given the reactants [C:1]([O:5][C:6]([NH:8][C@@H:9]([CH:13]([CH3:15])[CH3:14])[C:10]([OH:12])=O)=[O:7])([CH3:4])([CH3:3])[CH3:2].CN(C(ON1N=NC2C=CC=CC1=2)=[N+](C)C)C.[B-](F)(F)(F)F.CN1CCOCC1.Cl.[CH3:46][C:47]1([OH:51])[CH2:50][NH:49][CH2:48]1, predict the reaction product.